This data is from Peptide-MHC class I binding affinity with 185,985 pairs from IEDB/IMGT. The task is: Regression. Given a peptide amino acid sequence and an MHC pseudo amino acid sequence, predict their binding affinity value. This is MHC class I binding data. The peptide sequence is SLFLPKLVV. The MHC is HLA-A02:06 with pseudo-sequence HLA-A02:06. The binding affinity (normalized) is 0.490.